Dataset: Experimentally validated miRNA-target interactions with 360,000+ pairs, plus equal number of negative samples. Task: Binary Classification. Given a miRNA mature sequence and a target amino acid sequence, predict their likelihood of interaction. (1) The miRNA is hsa-miR-1264 with sequence CAAGUCUUAUUUGAGCACCUGUU. The protein sequence of the target gene is MLRAKNQLFLLSPHYLRQVKESSGSRLIQQRLLHQQQPLHPEWAALAKKQLKGKNPEDLIWHTPEGISIKPLYSKRDTMDLPEELPGVKPFTRGPYPTMYTFRPWTIRQYAGFSTVEESNKFYKDNIKAGQQGLSVAFDLATHRGYDSDNPRVRGDVGMAGVAIDTVEDTKILFDGIPLEKMSVSMTMNGAVIPVLANFIVTGEEQGVPKEKLTGTIQNDILKEFMVRNTYIFPPEPSMKIIADIFEYTAKHMPKFNSISISGYHMQEAGADAILELAYTLADGLEYSRTGLQAGLTIDE.... Result: 0 (no interaction). (2) The miRNA is mmu-miR-7233-3p with sequence UAUUGUCUGCCUUUAGGUCUAC. The protein sequence of the target gene is MRTTKVYKLVIHKKGFGGSDDELVVNPKVFPHIKLGDIVEIAHPNDEYSPLLLQVKSLKEDLQKETISVDQTVTQVFRLRPYQDVYVNVVDPKDVTLDLVELTFKDQYIGRGDMWRLKKSLVSTCAYITQKVEFAGIRAQAGELWVKNEKVMCGYISEDTRVVFRSTSAMVYIFIQMSCEMWDFDIYGDLYFEKAVNGFLADLFTKWKEKNCSHEVTVVLFSRTFYDAKSVDEFPEINRASIRQDHKGRFYEDFYKVVVQNERREEWTSLLVTIKKLFIQYPVLVRLEQAEGFPQGDNST.... Result: 0 (no interaction). (3) The miRNA is hsa-miR-5583-3p with sequence GAAUAUGGGUAUAUUAGUUUGG. The protein sequence of the target gene is MAARFELLDDLPAACLSPCGPPNPTELFSEARRLALEQLLAGGPDAWAAFLRRERLGRFLNADEVREVLGAAERPGEDGAAVAEDSFGSSHECSSGTYFPEQSDLEPPALELGWPSFYQGAYRGATRVEAHFQPRGAGAGGPYGCKDALRQQLRSAREVIAVVMDVFSDIDIFRDLQESCRKRGVAVYILLDQTLLPHFLDMCMDLRVHPEQEKLMTVRTITGNIYYARSGTKVVGKVHEKFTLIDGIRVATGSYSFTWTDGKLNSSNLVILSGQVVEHFDLEFRILYAQSEPISSKLLS.... Result: 0 (no interaction). (4) Result: 0 (no interaction). The miRNA is mmu-miR-695 with sequence AGAUUGGGCAUAGGUGACUGAA. The protein sequence of the target gene is MTNNSTCIQPSVISTTALPVTYIFLFIIGLFGNSLAQWVFLTKIGKKTSTHIYLANLVTANLLVCTAMPFMGIYFLRGFYWKYQSVQCRLVNFLGTLSMHVSMFVSLLILSWIAISRYATLMKKESKQEATSCYERMFYGHVLKRFRQPNFARTMCIYIWGVVLVIIIPVTLYYSVVEATEEGQSQCYNRQMELGARPSQIAGLIGTTFIGFSFLVVVTSYYSLVSHLRRVRTCTSITEKDLTYRSVKRHLLIIQVLLVVCFLPYSIFKPIFYVLHQREGDCQQLNYLIEAKNILTCLAS.... (5) The miRNA is hsa-miR-103b with sequence UCAUAGCCCUGUACAAUGCUGCU. The protein sequence of the target gene is MMSDASDMLAAALEQMDGIIAGSKALEYSNGIFDCQSPTSPFMGSLRALHLVEDLRGLLEMMETDEKEGLRCQIPDSTAEVLIEWLQNQMTNGHLPGNGDVYQERLARLENDKESLVLQVSVLTDQVEAQGEKIRDLEFCLEEHREKLNATEEMLQQELLSRTSLETQKLELMAEISNLKLKLTAVEKDRLDYEDRFRDTEGLIQEINDLRLKVNEMDGERLQYEKKLKSTKDELASLKEQLEEKECEVKRLQERLVCKAKGEGIEVLDRDIEVQKMKKAVESLMAANEEKERKIEDLRQ.... Result: 0 (no interaction).